From a dataset of NCI-60 drug combinations with 297,098 pairs across 59 cell lines. Regression. Given two drug SMILES strings and cell line genomic features, predict the synergy score measuring deviation from expected non-interaction effect. (1) Drug 1: CCC1=CC2CC(C3=C(CN(C2)C1)C4=CC=CC=C4N3)(C5=C(C=C6C(=C5)C78CCN9C7C(C=CC9)(C(C(C8N6C)(C(=O)OC)O)OC(=O)C)CC)OC)C(=O)OC.C(C(C(=O)O)O)(C(=O)O)O. Drug 2: CCC1=C2CN3C(=CC4=C(C3=O)COC(=O)C4(CC)O)C2=NC5=C1C=C(C=C5)O. Cell line: OVCAR-5. Synergy scores: CSS=44.6, Synergy_ZIP=-8.12, Synergy_Bliss=-4.76, Synergy_Loewe=-14.8, Synergy_HSA=-3.41. (2) Drug 1: C1=CC(=CC=C1C#N)C(C2=CC=C(C=C2)C#N)N3C=NC=N3. Drug 2: C1CN1C2=NC(=NC(=N2)N3CC3)N4CC4. Cell line: OVCAR-8. Synergy scores: CSS=32.1, Synergy_ZIP=0.209, Synergy_Bliss=-0.301, Synergy_Loewe=-1.63, Synergy_HSA=1.05. (3) Drug 1: C1CCC(C1)C(CC#N)N2C=C(C=N2)C3=C4C=CNC4=NC=N3. Drug 2: CC1=C(C(=O)C2=C(C1=O)N3CC4C(C3(C2COC(=O)N)OC)N4)N. Cell line: 786-0. Synergy scores: CSS=43.5, Synergy_ZIP=10.9, Synergy_Bliss=11.7, Synergy_Loewe=3.13, Synergy_HSA=11.8.